Dataset: NCI-60 drug combinations with 297,098 pairs across 59 cell lines. Task: Regression. Given two drug SMILES strings and cell line genomic features, predict the synergy score measuring deviation from expected non-interaction effect. Drug 1: C1=CC(=CC=C1CCC2=CNC3=C2C(=O)NC(=N3)N)C(=O)NC(CCC(=O)O)C(=O)O. Drug 2: CC(CN1CC(=O)NC(=O)C1)N2CC(=O)NC(=O)C2. Cell line: HS 578T. Synergy scores: CSS=24.2, Synergy_ZIP=-6.77, Synergy_Bliss=7.27, Synergy_Loewe=2.95, Synergy_HSA=9.52.